From a dataset of Forward reaction prediction with 1.9M reactions from USPTO patents (1976-2016). Predict the product of the given reaction. (1) Given the reactants [OH:1][C@@H:2]([C:24]([OH:27])([CH3:26])[CH3:25])[CH2:3][CH2:4][C@@H:5]([C@@H:13]1[C@:21]2([CH3:22])[C@H:16]([C:17](=[O:23])[CH2:18][CH2:19][CH2:20]2)[CH2:15][CH2:14]1)[CH2:6][CH2:7][CH2:8][C:9]([OH:12])([CH3:11])[CH3:10].N1[CH:32]=[CH:31]N=C1.[CH2:33]([Si:35]([CH2:39][CH3:40])([CH2:37][CH3:38])Cl)[CH3:34].CN(C)C=O, predict the reaction product. The product is: [CH3:22][C@@:21]12[C@@H:13]([C@@H:5]([CH2:6][CH2:7][CH2:8][C:9]([CH3:11])([O:12][Si:35]([CH2:31][CH3:32])([CH2:37][CH3:38])[CH2:33][CH3:34])[CH3:10])[CH2:4][CH2:3][C@@H:2]([O:1][Si:35]([CH2:39][CH3:40])([CH2:37][CH3:38])[CH2:33][CH3:34])[C:24]([CH3:26])([O:27][Si:35]([CH2:39][CH3:40])([CH2:37][CH3:38])[CH2:33][CH3:34])[CH3:25])[CH2:14][CH2:15][C@H:16]1[C:17](=[O:23])[CH2:18][CH2:19][CH2:20]2. (2) Given the reactants [F:1][C:2]([F:20])([F:19])[C:3]1[CH:4]=[C:5]([C:9]2[C:10]3[N:11]([N:15]=[C:16]([NH2:18])[N:17]=3)[CH:12]=[CH:13][CH:14]=2)[CH:6]=[CH:7][CH:8]=1.I[C:22]1[CH:31]=[CH:30][C:25]([C:26]([O:28][CH3:29])=[O:27])=[CH:24][CH:23]=1.C(=O)([O-])[O-].[Cs+].[Cs+], predict the reaction product. The product is: [F:20][C:2]([F:19])([F:1])[C:3]1[CH:4]=[C:5]([C:9]2[C:10]3[N:11]([N:15]=[C:16]([NH:18][C:22]4[CH:31]=[CH:30][C:25]([C:26]([O:28][CH3:29])=[O:27])=[CH:24][CH:23]=4)[N:17]=3)[CH:12]=[CH:13][CH:14]=2)[CH:6]=[CH:7][CH:8]=1. (3) Given the reactants [CH3:1][N:2]([CH3:14])[CH2:3][CH2:4][O:5][C:6]1[N:11]=[C:10]([NH2:12])[CH:9]=[C:8]([F:13])[N:7]=1.CN(C)[CH2:17][CH2:18]O, predict the reaction product. The product is: [F:13][C:8]1[N:7]=[C:6]([O:5][CH:4]2[CH2:18][CH2:17][CH2:1][N:2]([CH3:14])[CH2:3]2)[N:11]=[C:10]([NH2:12])[CH:9]=1. (4) Given the reactants C(ON=O)CC(C)C.[F:9][C:10]1[CH:23]=[CH:22][CH:21]=[CH:20][C:11]=1[O:12][C:13]1[CH:18]=[CH:17][C:16](N)=[CH:15][CH:14]=1.[I:24]CI.O, predict the reaction product. The product is: [F:9][C:10]1[CH:23]=[CH:22][CH:21]=[CH:20][C:11]=1[O:12][C:13]1[CH:18]=[CH:17][C:16]([I:24])=[CH:15][CH:14]=1. (5) Given the reactants [Cl:1][C:2]1[CH:7]=[CH:6][C:5]([S:8]([NH:11][C@@H:12]2[CH2:18][C:17]([F:20])([F:19])[CH2:16][CH2:15][NH:14][C:13]2=[O:21])(=[O:10])=[O:9])=[CH:4][CH:3]=1.[C:22]([O:26][C:27]([N:29]1[CH2:34][CH2:33][CH:32]([CH2:35]OS(C2C=CC(C)=CC=2)(=O)=O)[CH2:31][CH2:30]1)=[O:28])([CH3:25])([CH3:24])[CH3:23], predict the reaction product. The product is: [C:22]([O:26][C:27]([N:29]1[CH2:34][CH2:33][CH:32]([CH2:35][N:11]([S:8]([C:5]2[CH:6]=[CH:7][C:2]([Cl:1])=[CH:3][CH:4]=2)(=[O:9])=[O:10])[C@@H:12]2[CH2:18][C:17]([F:19])([F:20])[CH2:16][CH2:15][NH:14][C:13]2=[O:21])[CH2:31][CH2:30]1)=[O:28])([CH3:25])([CH3:23])[CH3:24]. (6) Given the reactants [Br:1][C:2]1[CH:3]=[CH:4][C:5]([C:8]2[CH2:12][CH:11]([CH2:13]OS(C)(=O)=O)[O:10][N:9]=2)=[N:6][CH:7]=1.[N-:19]=[N+:20]=[N-:21].[Na+].[Cl-].[Na+], predict the reaction product. The product is: [N:19]([CH2:13][CH:11]1[O:10][N:9]=[C:8]([C:5]2[CH:4]=[CH:3][C:2]([Br:1])=[CH:7][N:6]=2)[CH2:12]1)=[N+:20]=[N-:21]. (7) Given the reactants C1(CCO)CC1.OC1C=CC(C=O)=CC=1.[OH:16][C@@H:17]1[CH2:22][CH2:21][C@H:20]([C:23]([N:25]([O:27][CH3:28])[CH3:26])=[O:24])[CH2:19][CH2:18]1.[Cl:29][C:30]1[CH:35]=[CH:34][C:33](O)=[CH:32][CH:31]=1, predict the reaction product. The product is: [Cl:29][C:30]1[CH:35]=[CH:34][C:33]([O:16][C@H:17]2[CH2:22][CH2:21][C@H:20]([C:23]([N:25]([O:27][CH3:28])[CH3:26])=[O:24])[CH2:19][CH2:18]2)=[CH:32][CH:31]=1.